From a dataset of Catalyst prediction with 721,799 reactions and 888 catalyst types from USPTO. Predict which catalyst facilitates the given reaction. Reactant: Br[C:2]1[CH:3]=[C:4]2[C:9](=[CH:10][CH:11]=1)[NH:8][C:7](=[O:12])[CH:6]=[CH:5]2.C([O-])([O-])=O.[Na+].[Na+].[Cl:19][C:20]1[CH:25]=[CH:24][C:23](OB(O)O)=[CH:22][CH:21]=1. Product: [Cl:19][C:20]1[CH:25]=[CH:24][C:23]([C:2]2[CH:3]=[C:4]3[C:9](=[CH:10][CH:11]=2)[NH:8][C:7](=[O:12])[CH:6]=[CH:5]3)=[CH:22][CH:21]=1. The catalyst class is: 169.